Dataset: Catalyst prediction with 721,799 reactions and 888 catalyst types from USPTO. Task: Predict which catalyst facilitates the given reaction. (1) The catalyst class is: 3. Product: [Cl:1][C:2]1[CH:3]=[CH:4][C:5]([S:8][C:9]2[N:13]([CH3:14])[CH:12]=[N:11][C:10]=2[C:15]2[CH:20]=[CH:19][C:18]([C@H:21]3[CH2:23][C@@H:22]3[C:24]([N:26]([CH2:27][CH2:28][F:29])[CH3:33])=[O:25])=[CH:17][CH:16]=2)=[N:6][CH:7]=1. Reactant: [Cl:1][C:2]1[CH:3]=[CH:4][C:5]([S:8][C:9]2[N:13]([CH3:14])[CH:12]=[N:11][C:10]=2[C:15]2[CH:20]=[CH:19][C:18]([C@H:21]3[CH2:23][C@@H:22]3[C:24]([NH:26][CH2:27][CH2:28][F:29])=[O:25])=[CH:17][CH:16]=2)=[N:6][CH:7]=1.[H-].[Na+].I[CH3:33].O. (2) Reactant: [CH3:1][C:2]1[CH:11]=[CH:10][C:5]([C:6]([O:8][CH3:9])=[O:7])=[C:4]([O:12][S:13]([C:16]([F:19])([F:18])[F:17])(=[O:15])=[O:14])[CH:3]=1.[Br:20]N1C(=O)CCC1=O.C(OOC(=O)C1C=CC=CC=1)(=O)C1C=CC=CC=1. Product: [Br:20][CH2:1][C:2]1[CH:11]=[CH:10][C:5]([C:6]([O:8][CH3:9])=[O:7])=[C:4]([O:12][S:13]([C:16]([F:19])([F:17])[F:18])(=[O:14])=[O:15])[CH:3]=1. The catalyst class is: 717. (3) Reactant: [C:1]1([S:7]([N:10]2[C:18]3[C:13](=[C:14]([O:21][CH3:22])[C:15]([O:19][CH3:20])=[CH:16][CH:17]=3)[CH:12]=[C:11]2I)(=[O:9])=[O:8])[CH:6]=[CH:5][CH:4]=[CH:3][CH:2]=1.C([Sn]([C:37]1[CH2:41][CH2:40][CH2:39][CH:38]=1)(CCCC)CCCC)CCC. Product: [C:1]1([S:7]([N:10]2[C:18]3[C:13](=[C:14]([O:21][CH3:22])[C:15]([O:19][CH3:20])=[CH:16][CH:17]=3)[CH:12]=[C:11]2[C:37]2[CH2:41][CH2:40][CH2:39][CH:38]=2)(=[O:9])=[O:8])[CH:6]=[CH:5][CH:4]=[CH:3][CH:2]=1. The catalyst class is: 233. (4) Reactant: Br[CH:2]([C:6]1[CH:11]=[CH:10][CH:9]=[CH:8][CH:7]=1)[C:3]([O-:5])=[O:4].[NH:12]1[C:16]2[CH:17]=[CH:18][CH:19]=[CH:20][C:15]=2[N:14]=[N:13]1.[C:21]1(C)C=CC=CC=1. Product: [N:12]1([CH:2]([C:6]2[CH:11]=[CH:10][CH:9]=[CH:8][CH:7]=2)[C:3]([O:5][CH3:21])=[O:4])[C:16]2[CH:17]=[CH:18][CH:19]=[CH:20][C:15]=2[N:14]=[N:13]1. The catalyst class is: 22.